Dataset: Catalyst prediction with 721,799 reactions and 888 catalyst types from USPTO. Task: Predict which catalyst facilitates the given reaction. (1) The catalyst class is: 11. Reactant: [OH:1][CH2:2][C:3]([CH2:16][OH:17])([CH2:6][O:7][CH2:8][C:9]([CH2:14][OH:15])([CH2:12][OH:13])[CH2:10][OH:11])[CH2:4][OH:5].[SH:18][CH:19]([CH3:24])[CH2:20][C:21]([OH:23])=O.[OH2:25].C1(C)[CH:31]=[CH:30][C:29]([S:32](O)(=O)=O)=[CH:28]C=1.[C:37](=[O:40])([O-])O.[Na+]. Product: [SH:32][CH:29]([CH3:28])[CH2:30][C:31]([O:11][CH2:10][C:9]([CH2:14][OH:15])([CH2:8][O:7][CH2:6][C:3]([CH2:16][O:17][C:37](=[O:40])[CH2:20][CH:19]([SH:18])[CH3:24])([CH2:4][O:5][C:21](=[O:23])[CH2:20][CH:19]([SH:18])[CH3:24])[CH2:2][O:1][C:21](=[O:23])[CH2:20][CH:19]([SH:18])[CH3:24])[CH2:12][O:13][C:21](=[O:23])[CH2:20][CH:19]([SH:18])[CH3:24])=[O:25]. (2) Reactant: [CH3:1][NH:2][C:3]([N:5]1[C:13]2[C:8](=[CH:9][C:10]([O:14][C:15]3[CH:20]=[CH:19][N:18]=[C:17]([N:21]([C:31](OC4C=CC=CC=4)=[O:32])C(=O)OC4C=CC=CC=4)[CH:16]=3)=[CH:11][CH:12]=2)[CH:7]=[CH:6]1)=[O:4].[N:40]1([CH:45]2[CH2:50][CH2:49][NH:48][CH2:47][CH2:46]2)[CH2:44][CH2:43][CH2:42][CH2:41]1. Product: [CH3:1][NH:2][C:3]([N:5]1[C:13]2[C:8](=[CH:9][C:10]([O:14][C:15]3[CH:20]=[CH:19][N:18]=[C:17]([NH:21][C:31]([N:48]4[CH2:49][CH2:50][CH:45]([N:40]5[CH2:44][CH2:43][CH2:42][CH2:41]5)[CH2:46][CH2:47]4)=[O:32])[CH:16]=3)=[CH:11][CH:12]=2)[CH:7]=[CH:6]1)=[O:4]. The catalyst class is: 9. (3) Reactant: [Cl:1][C:2]1[CH:7]=[C:6]([I:8])[C:5]([O:9]COC)=[CH:4][N:3]=1.Cl.C(=O)(O)[O-].[Na+]. Product: [Cl:1][C:2]1[N:3]=[CH:4][C:5]([OH:9])=[C:6]([I:8])[CH:7]=1. The catalyst class is: 1. (4) The catalyst class is: 38. Reactant: [NH2:1][C:2]1[C:3]2[N:4]([C:8]([C@H:12]3[CH2:17][N:16]4[C:18](=[O:23])[O:19][C:20]([CH3:22])([CH3:21])[C@@H:15]4[CH2:14][CH2:13]3)=[N:9][C:10]=2Br)[CH:5]=[CH:6][N:7]=1.[CH3:24][O:25][C:26]1[CH:27]=[C:28]([CH:42]=[CH:43][C:44]=1B1OC(C)(C)C(C)(C)O1)[C:29]([NH:31][C:32]1[CH:37]=[C:36]([C:38]([F:41])([F:40])[F:39])[CH:35]=[CH:34][N:33]=1)=[O:30].C([O-])([O-])=O.[K+].[K+]. Product: [NH2:1][C:2]1[C:3]2[N:4]([C:8]([C@H:12]3[CH2:17][N:16]4[C:18](=[O:23])[O:19][C:20]([CH3:22])([CH3:21])[C@@H:15]4[CH2:14][CH2:13]3)=[N:9][C:10]=2[C:44]2[CH:43]=[CH:42][C:28]([C:29]([NH:31][C:32]3[CH:37]=[C:36]([C:38]([F:41])([F:39])[F:40])[CH:35]=[CH:34][N:33]=3)=[O:30])=[CH:27][C:26]=2[O:25][CH3:24])[CH:5]=[CH:6][N:7]=1.